Dataset: hERG Central: cardiac toxicity at 1µM, 10µM, and general inhibition. Task: Predict hERG channel inhibition at various concentrations. (1) The compound is O=C(CN1CCN(C/C=C/c2ccccc2)CC1)NC(=O)NC1CCCCC1. Results: hERG_inhib (hERG inhibition (general)): blocker. (2) The drug is CCN(CC(=O)Nc1c(F)cccc1F)C(=O)CCNC(=O)c1ccc([N+](=O)[O-])cc1. Results: hERG_inhib (hERG inhibition (general)): blocker. (3) Results: hERG_inhib (hERG inhibition (general)): blocker. The compound is CN1CCN(c2ccc(S(=O)(=O)N3CCCCC3)cc2NC(=O)c2cccc([N+](=O)[O-])c2)CC1.